This data is from Catalyst prediction with 721,799 reactions and 888 catalyst types from USPTO. The task is: Predict which catalyst facilitates the given reaction. (1) Product: [CH2:1]([O:8][C:9]1[C:10]([Cl:28])=[C:11]([C:12]([F:15])=[CH:13][CH:14]=1)[CH2:16][C:17]1[C:25]2[C:20](=[N:21][CH:22]=[CH:23][CH:24]=2)[NH:19][CH:18]=1)[C:2]1[CH:3]=[CH:4][CH:5]=[CH:6][CH:7]=1. The catalyst class is: 10. Reactant: [CH2:1]([O:8][C:9]1[C:10]([Cl:28])=[C:11]([CH:16](OC)[C:17]2[C:25]3[C:20](=[N:21][CH:22]=[CH:23][CH:24]=3)[NH:19][CH:18]=2)[C:12]([F:15])=[CH:13][CH:14]=1)[C:2]1[CH:7]=[CH:6][CH:5]=[CH:4][CH:3]=1.FC(F)(F)C(O)=O.C([SiH](CC)CC)C. (2) Reactant: [CH3:1][O:2][C:3](=[O:22])[CH:4]([NH:11][C:12]([O:14][CH2:15][C:16]1[CH:21]=[CH:20][CH:19]=[CH:18][CH:17]=1)=[O:13])P(OC)(OC)=O.C1CCN2C(=NCCC2)CC1.[Br:34][C:35]1[CH:36]=[CH:37][C:38]([O:43][CH3:44])=[C:39]([CH:42]=1)[CH:40]=O. Product: [CH3:1][O:2][C:3](=[O:22])/[C:4](/[NH:11][C:12]([O:14][CH2:15][C:16]1[CH:17]=[CH:18][CH:19]=[CH:20][CH:21]=1)=[O:13])=[CH:40]/[C:39]1[CH:42]=[C:35]([Br:34])[CH:36]=[CH:37][C:38]=1[O:43][CH3:44]. The catalyst class is: 2. (3) Reactant: O=[CH:2][CH2:3][C:4]1[C:12]2[C:7](=[CH:8][CH:9]=[C:10]([C:13]#[N:14])[CH:11]=2)[NH:6][CH:5]=1.[F:15][C:16]1[C:17](=[O:35])[N:18]([C:23]2[CH:28]=[CH:27][C:26]([N:29]3[CH2:34][CH2:33][NH:32][CH2:31][CH2:30]3)=[CH:25][CH:24]=2)[CH:19]=[C:20]([F:22])[CH:21]=1.C([BH3-])#N.[Na+].C(O)(=O)C. Product: [F:15][C:16]1[C:17](=[O:35])[N:18]([C:23]2[CH:24]=[CH:25][C:26]([N:29]3[CH2:34][CH2:33][N:32]([CH2:2][CH2:3][C:4]4[C:12]5[C:7](=[CH:8][CH:9]=[C:10]([C:13]#[N:14])[CH:11]=5)[NH:6][CH:5]=4)[CH2:31][CH2:30]3)=[CH:27][CH:28]=2)[CH:19]=[C:20]([F:22])[CH:21]=1. The catalyst class is: 111.